From a dataset of Forward reaction prediction with 1.9M reactions from USPTO patents (1976-2016). Predict the product of the given reaction. (1) Given the reactants [F:1][C:2]1[CH:7]=[CH:6][C:5]([C:8]2[CH:17]=[C:16]3[C:11]([CH2:12][CH2:13][NH:14][C:15]3=[O:18])=[CH:10][CH:9]=2)=[CH:4][CH:3]=1.I[C:20]1[CH:21]=[N:22][CH:23]=[CH:24][C:25]=1[CH3:26].P([O-])([O-])([O-])=O.[K+].[K+].[K+], predict the reaction product. The product is: [F:1][C:2]1[CH:3]=[CH:4][C:5]([C:8]2[CH:17]=[C:16]3[C:11]([CH2:12][CH2:13][N:14]([C:20]4[CH:21]=[N:22][CH:23]=[CH:24][C:25]=4[CH3:26])[C:15]3=[O:18])=[CH:10][CH:9]=2)=[CH:6][CH:7]=1. (2) Given the reactants Cl[C:2]1[C:7]([CH2:8][CH:9]=O)=[C:6]([Cl:11])[N:5]=[CH:4][N:3]=1.[Si:12]([O:19][CH2:20][C:21]([CH3:24])([NH2:23])[CH3:22])([C:15]([CH3:18])([CH3:17])[CH3:16])([CH3:14])[CH3:13], predict the reaction product. The product is: [Si:12]([O:19][CH2:20][C:21]([N:23]1[C:2]2[N:3]=[CH:4][N:5]=[C:6]([Cl:11])[C:7]=2[CH:8]=[CH:9]1)([CH3:24])[CH3:22])([C:15]([CH3:18])([CH3:17])[CH3:16])([CH3:14])[CH3:13]. (3) Given the reactants [Cl:1][C:2]1[C:3]([N:12]2[CH:16]=[C:15]([CH2:17][CH2:18][CH2:19][O:20][C:21]3[C:26]([CH2:27][CH3:28])=[CH:25][CH:24]=[CH:23][C:22]=3[CH2:29][C:30]([O:32]C)=[O:31])[C:14]([CH:34]([CH3:36])[CH3:35])=[N:13]2)=[N:4][CH:5]=[C:6]([C:8]([F:11])([F:10])[F:9])[CH:7]=1.[OH-].[Na+].O1CCCC1.Cl, predict the reaction product. The product is: [Cl:1][C:2]1[C:3]([N:12]2[CH:16]=[C:15]([CH2:17][CH2:18][CH2:19][O:20][C:21]3[C:26]([CH2:27][CH3:28])=[CH:25][CH:24]=[CH:23][C:22]=3[CH2:29][C:30]([OH:32])=[O:31])[C:14]([CH:34]([CH3:35])[CH3:36])=[N:13]2)=[N:4][CH:5]=[C:6]([C:8]([F:10])([F:11])[F:9])[CH:7]=1. (4) The product is: [OH:22][CH2:21][CH2:20][N:17]1[CH2:18][CH2:19][N:14]([CH2:13][C:12]([NH:11][C:10]2[C:5]([S:49][CH3:51])=[N:6][C:7]([CH3:25])=[CH:8][C:9]=2[S:2][CH3:1])=[O:23])[CH2:15][CH2:16]1. Given the reactants [CH3:1][S-:2].[Na+].Cl[C:5]1[C:10]([NH:11][C:12](=[O:23])[CH2:13][N:14]2[CH2:19][CH2:18][N:17]([CH2:20][CH2:21][OH:22])[CH2:16][CH2:15]2)=[C:9](Cl)[CH:8]=[C:7]([CH3:25])[N:6]=1.C1OCCOCCOCCOCCOCCOC1.C(Cl)(Cl)Cl.C[S:49]([CH3:51])=O, predict the reaction product.